From a dataset of Full USPTO retrosynthesis dataset with 1.9M reactions from patents (1976-2016). Predict the reactants needed to synthesize the given product. (1) Given the product [CH3:73][N:68]([CH3:69])[CH2:67][CH2:66][N:65]1[C:64]2[C:63](=[CH:77][C:76]([NH:78][C:79]([C:81]3[S:82][CH:83]=[CH:84][CH:85]=3)=[NH:80])=[CH:75][CH:74]=2)[CH2:62][CH2:59]1, predict the reactants needed to synthesize it. The reactants are: CN(C)CCN1C2C(=CC([N+]([O-])=O)=CC=2)CC1.[H][H].[N+](C1C=C2C(=CC=1)N(CCN1CCCC1)CC2)([O-])=O.O1CCN(CCN2C3C(=CC(N)=CC=3)CCC2)CC1.O=[C:59]1[N:65]([CH2:66][CH2:67][N:68]2[CH2:73]CCC[CH2:69]2)[C:64]2[CH:74]=[CH:75][C:76]([NH:78][C:79]([C:81]3[S:82][CH:83]=[CH:84][CH:85]=3)=[NH:80])=[CH:77][C:63]=2[CH2:62]CC1. (2) Given the product [NH2:19][C:16]1[N:15]=[CH:14][C:13]([CH:10]2[CH2:11][CH2:12][N:8]([C:6]([O:5][C:1]([CH3:4])([CH3:3])[CH3:2])=[O:7])[CH2:9]2)=[CH:18][CH:17]=1, predict the reactants needed to synthesize it. The reactants are: [C:1]([O:5][C:6]([N:8]1[CH2:12][CH:11]=[C:10]([C:13]2[CH:14]=[N:15][C:16]([NH2:19])=[CH:17][CH:18]=2)[CH2:9]1)=[O:7])([CH3:4])([CH3:3])[CH3:2]. (3) The reactants are: COC1C=CC(C[NH:8][C:9]2[S:13][C:12]([C:14]3[CH:15]=[C:16]4[C:20](=[CH:21][CH:22]=3)[N:19](S(C3C=CC(C)=CC=3)(=O)=O)[CH:18]=[C:17]4[C:33]3[N:38]=[C:37]([N:39]4[CH2:44][CH2:43][N:42]([CH3:45])[C:41](=[O:46])[CH2:40]4)[CH:36]=[CH:35][CH:34]=3)=[N:11][N:10]=2)=CC=1.[OH-].[K+].COC1C=CC(CNC2SC(C3C=C4C(=CC=3)NC=C4C3N=C(N4CCN(C)C(=O)C4)C=CC=3)=NN=2)=CC=1.C(O)(C(F)(F)F)=O. Given the product [NH2:8][C:9]1[S:13][C:12]([C:14]2[CH:15]=[C:16]3[C:20](=[CH:21][CH:22]=2)[NH:19][CH:18]=[C:17]3[C:33]2[N:38]=[C:37]([N:39]3[CH2:44][CH2:43][N:42]([CH3:45])[C:41](=[O:46])[CH2:40]3)[CH:36]=[CH:35][CH:34]=2)=[N:11][N:10]=1, predict the reactants needed to synthesize it. (4) Given the product [F:1][C:2]([F:15])([F:14])[S:3]([O:6][C:30]1[CH:29]=[CH:28][C:27]([C:16]2([C:20]3[CH:21]=[CH:22][C:23]([OH:26])=[CH:24][CH:25]=3)[CH2:19][CH2:18][CH2:17]2)=[CH:32][CH:31]=1)(=[O:5])=[O:4], predict the reactants needed to synthesize it. The reactants are: [F:1][C:2]([F:15])([F:14])[S:3]([O:6]S(C(F)(F)F)(=O)=O)(=[O:5])=[O:4].[C:16]1([C:27]2[CH:32]=[CH:31][C:30](O)=[CH:29][CH:28]=2)([C:20]2[CH:25]=[CH:24][C:23]([OH:26])=[CH:22][CH:21]=2)[CH2:19][CH2:18][CH2:17]1.N1C=CC=CC=1.Cl. (5) Given the product [C:1]([C:3]1[CH:10]=[CH:9][C:6]([CH2:7][S:12]([O-:14])(=[O:13])=[O:11])=[CH:5][CH:4]=1)#[N:2].[Na+:15], predict the reactants needed to synthesize it. The reactants are: [C:1]([C:3]1[CH:10]=[CH:9][C:6]([CH2:7]Br)=[CH:5][CH:4]=1)#[N:2].[O-:11][S:12]([O-:14])=[O:13].[Na+:15].[Na+]. (6) The reactants are: [F:1][C:2]([CH3:33])([CH3:32])[CH2:3][CH2:4][C@H:5]1[C:9](=[O:10])[O:8][C@H:7]([C@@H:11]([NH:19][C:20]([C:22]2[CH:31]=[N:30][C:29]3[C:24](=[CH:25][CH:26]=[CH:27][CH:28]=3)[N:23]=2)=[O:21])[CH2:12][C:13]2[CH:18]=[CH:17][CH:16]=[CH:15][CH:14]=2)[CH2:6]1.C(O)(=O)C.[CH2:38]([NH2:45])[C:39]1[CH:44]=[CH:43][CH:42]=[CH:41][CH:40]=1. Given the product [CH2:12]([C@H:11]([NH:19][C:20]([C:22]1[CH:31]=[N:30][C:29]2[C:24](=[CH:25][CH:26]=[CH:27][CH:28]=2)[N:23]=1)=[O:21])[C@@H:7]([OH:8])[CH2:6][C@H:5]([C:9](=[O:10])[NH:45][CH2:38][C:39]1[CH:44]=[CH:43][CH:42]=[CH:41][CH:40]=1)[CH2:4][CH2:3][C:2]([F:1])([CH3:32])[CH3:33])[C:13]1[CH:14]=[CH:15][CH:16]=[CH:17][CH:18]=1, predict the reactants needed to synthesize it. (7) Given the product [F:26][C@H:27]1[CH2:32][CH2:30][N:29]([CH:33]2[CH2:38][CH2:37][N:36]([C:39]3[CH:44]=[CH:43][C:42]([N+:45]([O-:47])=[O:46])=[C:41]([O:48][CH3:49])[CH:40]=3)[CH2:35][CH2:34]2)[CH2:28]1, predict the reactants needed to synthesize it. The reactants are: COC1C=C(N2CCC(=O)CC2)C=CC=1[N+]([O-])=O.Cl.F[C@H]1CCNC1.[F:26][C:27]1(F)[CH2:32]C[CH2:30][N:29]([CH:33]2[CH2:38][CH2:37][N:36]([C:39]3[CH:44]=[CH:43][C:42]([N+:45]([O-:47])=[O:46])=[C:41]([O:48][CH3:49])[CH:40]=3)[CH2:35][CH2:34]2)[CH2:28]1. (8) Given the product [Cl:13][C:7]1[CH:6]=[CH:5][C:4]2[C:9](=[CH:10][CH:11]=[CH:12][C:3]=2[O:2][CH3:1])[N:8]=1, predict the reactants needed to synthesize it. The reactants are: [CH3:1][O:2][C:3]1[CH:12]=[CH:11][CH:10]=[C:9]2[C:4]=1[CH:5]=[CH:6][CH:7]=[N:8]2.[Cl:13]C1C=CC=C(C(OO)=O)C=1.CCOC(C)=O.P(Cl)(Cl)(Cl)=O. (9) Given the product [CH3:1][O:2][C:3]1[CH:33]=[C:32]([O:34][CH3:35])[CH:31]=[CH:30][C:4]=1[CH2:5][NH:6][C:7]1[CH:8]=[C:9]2[C:13](=[CH:14][C:15]=1[NH2:16])[CH2:12][N:11]([CH2:19][C:20]1[CH:25]=[CH:24][C:23]([O:26][CH3:27])=[CH:22][C:21]=1[O:28][CH3:29])[CH2:10]2, predict the reactants needed to synthesize it. The reactants are: [CH3:1][O:2][C:3]1[CH:33]=[C:32]([O:34][CH3:35])[CH:31]=[CH:30][C:4]=1[CH2:5][NH:6][C:7]1[CH:8]=[C:9]2[C:13](=[CH:14][C:15]=1[N+:16]([O-])=O)[CH2:12][N:11]([CH2:19][C:20]1[CH:25]=[CH:24][C:23]([O:26][CH3:27])=[CH:22][C:21]=1[O:28][CH3:29])[CH2:10]2.S(S([O-])=O)([O-])=O.[Na+].[Na+].[OH-].[NH4+].[OH-].[Na+].[Cl-].[Na+].